From a dataset of NCI-60 drug combinations with 297,098 pairs across 59 cell lines. Regression. Given two drug SMILES strings and cell line genomic features, predict the synergy score measuring deviation from expected non-interaction effect. (1) Drug 1: CN1C2=C(C=C(C=C2)N(CCCl)CCCl)N=C1CCCC(=O)O.Cl. Drug 2: CC1C(C(CC(O1)OC2CC(CC3=C2C(=C4C(=C3O)C(=O)C5=CC=CC=C5C4=O)O)(C(=O)C)O)N)O. Cell line: OVCAR-4. Synergy scores: CSS=22.5, Synergy_ZIP=-0.0638, Synergy_Bliss=-1.19, Synergy_Loewe=-41.0, Synergy_HSA=1.25. (2) Drug 1: CC1OCC2C(O1)C(C(C(O2)OC3C4COC(=O)C4C(C5=CC6=C(C=C35)OCO6)C7=CC(=C(C(=C7)OC)O)OC)O)O. Drug 2: CC1=C(C(=O)C2=C(C1=O)N3CC4C(C3(C2COC(=O)N)OC)N4)N. Cell line: OVCAR-4. Synergy scores: CSS=2.08, Synergy_ZIP=-3.33, Synergy_Bliss=-1.91, Synergy_Loewe=-1.01, Synergy_HSA=-0.806. (3) Drug 1: CC1CCC2CC(C(=CC=CC=CC(CC(C(=O)C(C(C(=CC(C(=O)CC(OC(=O)C3CCCCN3C(=O)C(=O)C1(O2)O)C(C)CC4CCC(C(C4)OC)OCCO)C)C)O)OC)C)C)C)OC. Drug 2: B(C(CC(C)C)NC(=O)C(CC1=CC=CC=C1)NC(=O)C2=NC=CN=C2)(O)O. Cell line: K-562. Synergy scores: CSS=33.9, Synergy_ZIP=0.508, Synergy_Bliss=5.62, Synergy_Loewe=-11.4, Synergy_HSA=1.83. (4) Drug 2: COC1=C2C(=CC3=C1OC=C3)C=CC(=O)O2. Synergy scores: CSS=-1.53, Synergy_ZIP=0.0650, Synergy_Bliss=-2.43, Synergy_Loewe=-4.05, Synergy_HSA=-4.13. Drug 1: C1=NNC2=C1C(=O)NC=N2. Cell line: SN12C. (5) Drug 1: CC(C)(C#N)C1=CC(=CC(=C1)CN2C=NC=N2)C(C)(C)C#N. Drug 2: C1=NNC2=C1C(=O)NC=N2. Cell line: UACC-257. Synergy scores: CSS=-0.169, Synergy_ZIP=-0.547, Synergy_Bliss=-2.57, Synergy_Loewe=-4.45, Synergy_HSA=-4.69. (6) Drug 1: C1=CC(=CC=C1CCC2=CNC3=C2C(=O)NC(=N3)N)C(=O)NC(CCC(=O)O)C(=O)O. Drug 2: C1=NC2=C(N=C(N=C2N1C3C(C(C(O3)CO)O)F)Cl)N. Cell line: SF-295. Synergy scores: CSS=32.7, Synergy_ZIP=1.31, Synergy_Bliss=2.24, Synergy_Loewe=-6.56, Synergy_HSA=3.26.